Dataset: Peptide-MHC class II binding affinity with 134,281 pairs from IEDB. Task: Regression. Given a peptide amino acid sequence and an MHC pseudo amino acid sequence, predict their binding affinity value. This is MHC class II binding data. (1) The peptide sequence is GNGWMIKETACLSKA. The MHC is HLA-DQA10601-DQB10402 with pseudo-sequence HLA-DQA10601-DQB10402. The binding affinity (normalized) is 0.421. (2) The peptide sequence is AAQKRPAAAAA. The MHC is H-2-IAu with pseudo-sequence H-2-IAu. The binding affinity (normalized) is 0.0304. (3) The peptide sequence is GLIYNRMGAVTTESAFGLIC. The MHC is DRB1_0405 with pseudo-sequence DRB1_0405. The binding affinity (normalized) is 0.149. (4) The binding affinity (normalized) is 0.259. The MHC is DRB1_1201 with pseudo-sequence DRB1_1201. The peptide sequence is LVKPGAGIMIFDPYG. (5) The peptide sequence is MLHHWIKVEYGNLSL. The MHC is DRB1_0301 with pseudo-sequence DRB1_0301. The binding affinity (normalized) is 0.655. (6) The peptide sequence is YDKFLDNVSTVLTGK. The MHC is DRB1_1001 with pseudo-sequence DRB1_1001. The binding affinity (normalized) is 0.599. (7) The peptide sequence is TSQYRIQGKLEYRH. The MHC is DRB1_1501 with pseudo-sequence DRB1_1501. The binding affinity (normalized) is 0.306. (8) The peptide sequence is EKKYVAATQFEPLAA. The MHC is HLA-DQA10101-DQB10501 with pseudo-sequence HLA-DQA10101-DQB10501. The binding affinity (normalized) is 0.367. (9) The peptide sequence is GELQIVDKIDAASKI. The MHC is DRB1_0802 with pseudo-sequence DRB1_0802. The binding affinity (normalized) is 0.701. (10) The peptide sequence is GHGCAQPAMERRKHI. The MHC is DRB1_0701 with pseudo-sequence DRB1_0701. The binding affinity (normalized) is 0.0816.